From a dataset of Experimentally validated miRNA-target interactions with 360,000+ pairs, plus equal number of negative samples. Binary Classification. Given a miRNA mature sequence and a target amino acid sequence, predict their likelihood of interaction. (1) The miRNA is hsa-miR-6879-5p with sequence CAGGGCAGGGAAGGUGGGAGAG. The protein sequence of the target gene is MVKLLPAQEAAKIYHTNYVRNSRAVGVMWGTLTICFSVLVMALFIQPYWIGDSVNTPQAGYFGLFSYCVGNVLSSELICKGGPLDFSSIPSRAFKTAMFFVALGMFLIIGSIICFSLFFICNTATVYKICAWMQLAAATGLMIGCLVYPDGWDSSEVRRMCGEQTGKYTLGHCTIRWAFMLAILSIGDALILSFLAFVLGYRQDKLLPDDYKADGTEEV. Result: 0 (no interaction). (2) The miRNA is hsa-miR-491-3p with sequence CUUAUGCAAGAUUCCCUUCUAC. The protein sequence of the target gene is MRPAALLLLPSLLALLAHGLSSEAPITGEGHATGIRETDGELTAAPTPEQSDRGVHFVTTAPTLKLLNHHPLLEEFLQEGLEREEAPQPALPFQPDSPTHFTPSPLPRLTNQDNRPVFTSPTPAVAAAPTQPHSREKPWNLESKPPELSITSSLPPGPSMAVPTLLPEDRPSTTPPSQAWTPTQEGPGDMDRPWVPEVMSKTTGLGVEGTIATSTASGDDEETTTTIITTTVTTVQPPGPCSWNFSGPEGSLDSPTAPSSPSDVGLDCFYYISVYPGYGVEIKVENISLQEGETITVEGL.... Result: 0 (no interaction). (3) The miRNA is hsa-miR-548w with sequence AAAAGUAACUGCGGUUUUUGCCU. The protein sequence of the target gene is MKRELLCVLLLCGLAFPLPDQGIHGRFRRGARSYRATCRDEPTQTTYQQHQSWLRPMLRSSRVEYCRCNSGLVQCHSVPVRSCSEPRCFNGGTCQQALYFSDFVCQCPDGFVGKRCDIDTRATCFEEQGITYRGTWSTAESGAECINWNSSVLSLKPYNARRPNAIKLGLGNHNYCRNPDRDLKPWCYVFKAGKYTTEFCSTPACPKGKSEDCYVGKGVTYRGTHSLTTSQASCLPWNSIVLMGKSYTAWRTNSQALGLGRHNYCRNPDGDARPWCHVMKDRKLTWEYCDMSPCSTCGLR.... Result: 0 (no interaction).